Predict which catalyst facilitates the given reaction. From a dataset of Catalyst prediction with 721,799 reactions and 888 catalyst types from USPTO. Reactant: O1CCOCC1.[ClH:7].[CH3:8][O:9][C:10]1[CH:11]=[C:12]([CH:31]=[C:32]([O:34][CH3:35])[CH:33]=1)[CH2:13][NH:14][C@@H:15]([CH3:30])[C@@H:16]([C:18]1[CH:19]=[CH:20][C:21]([OH:29])=[C:22]([NH:24][S:25]([CH3:28])(=[O:27])=[O:26])[CH:23]=1)[OH:17]. Product: [ClH:7].[CH3:8][O:9][C:10]1[CH:11]=[C:12]([CH:31]=[C:32]([O:34][CH3:35])[CH:33]=1)[CH2:13][NH:14][C@@H:15]([CH3:30])[C@@H:16]([C:18]1[CH:19]=[CH:20][C:21]([OH:29])=[C:22]([NH:24][S:25]([CH3:28])(=[O:27])=[O:26])[CH:23]=1)[OH:17]. The catalyst class is: 12.